Dataset: Full USPTO retrosynthesis dataset with 1.9M reactions from patents (1976-2016). Task: Predict the reactants needed to synthesize the given product. Given the product [O:23]=[S:2]1(=[O:1])[CH2:3][CH2:4][N:5]([C:8]2[CH:9]=[C:10]([NH2:20])[C:11]([N:14]3[CH2:19][CH2:18][O:17][CH2:16][CH2:15]3)=[N:12][CH:13]=2)[CH2:6][CH2:7]1, predict the reactants needed to synthesize it. The reactants are: [O:1]=[S:2]1(=[O:23])[CH2:7][CH2:6][N:5]([C:8]2[CH:9]=[C:10]([N+:20]([O-])=O)[C:11]([N:14]3[CH2:19][CH2:18][O:17][CH2:16][CH2:15]3)=[N:12][CH:13]=2)[CH2:4][CH2:3]1.